Dataset: Forward reaction prediction with 1.9M reactions from USPTO patents (1976-2016). Task: Predict the product of the given reaction. (1) Given the reactants [C:1]([O:5][C:6](=[O:27])[NH:7][C:8]1[C@:9]([CH3:26])([C:22]([F:25])([F:24])[F:23])[O:10][CH2:11][C@:12](C2C=CC=C(N)C=2)([CH3:14])[N:13]=1)([CH3:4])([CH3:3])[CH3:2].[Br:28][C:29]1[CH:30]=[CH:31][C:32]([C:35]([OH:37])=O)=[N:33][CH:34]=1.[CH2:38](Cl)[CH2:39]Cl.[CH:42]1C=N[C:45]2N(O)N=[N:50][C:44]=2[CH:43]=1.CCN(C(C)C)C(C)C, predict the reaction product. The product is: [C:1]([O:5][C:6](=[O:27])[NH:7][C:8]1[C@:9]([CH3:26])([C:22]([F:25])([F:24])[F:23])[O:10][CH:11]([C:39]2[CH:38]=[CH:42][CH:43]=[C:44]([NH:50][C:35]([C:32]3[CH:31]=[CH:30][C:29]([Br:28])=[CH:34][N:33]=3)=[O:37])[CH:45]=2)[C@@H:12]([CH3:14])[N:13]=1)([CH3:4])([CH3:2])[CH3:3]. (2) Given the reactants [F:1][C:2]1[CH:3]=[CH:4][CH:5]=[C:6]2[C:11]=1[C:10]([O:12][C@H:13]1[CH2:17][CH2:16][N:15]([C:18]([O:20][C:21]([CH3:24])([CH3:23])[CH3:22])=[O:19])[CH2:14]1)=[N:9][C:8]([C:25]([NH:27][NH2:28])=[NH:26])=[CH:7]2.C1N=CN([C:34](N2C=NC=C2)=[O:35])C=1, predict the reaction product. The product is: [F:1][C:2]1[CH:3]=[CH:4][CH:5]=[C:6]2[C:11]=1[C:10]([O:12][C@H:13]1[CH2:17][CH2:16][N:15]([C:18]([O:20][C:21]([CH3:23])([CH3:24])[CH3:22])=[O:19])[CH2:14]1)=[N:9][C:8]([C:25]1[NH:26][C:34](=[O:35])[NH:28][N:27]=1)=[CH:7]2. (3) Given the reactants [N+:1]([C:4]1[CH:14]=[CH:13][C:7]2[NH:8][C:9](=O)[CH2:10][O:11][C:6]=2[CH:5]=1)([O-:3])=[O:2].B.C1COCC1, predict the reaction product. The product is: [N+:1]([C:4]1[CH:14]=[CH:13][C:7]2[NH:8][CH2:9][CH2:10][O:11][C:6]=2[CH:5]=1)([O-:3])=[O:2]. (4) Given the reactants S(Cl)(Cl)=O.[Br:5][C:6]1[CH:25]=[CH:24][C:9]2[O:10][CH2:11][CH:12](O)[C:13]3[S:17][C:16]([C:18]([O:20][CH2:21][CH3:22])=[O:19])=[N:15][C:14]=3[C:8]=2[CH:7]=1.C1OCCOCCOCCOCCOCCOC1.[C-:44]#[N:45].[K+], predict the reaction product. The product is: [Br:5][C:6]1[CH:25]=[CH:24][C:9]2[O:10][CH2:11][CH:12]([C:44]#[N:45])[C:13]3[S:17][C:16]([C:18]([O:20][CH2:21][CH3:22])=[O:19])=[N:15][C:14]=3[C:8]=2[CH:7]=1. (5) Given the reactants [CH:1]1([O:7][C:8]2[C:13]([S:14][C:15]3[CH:16]=[C:17]([NH:21]C(=O)C)[CH:18]=[CH:19][CH:20]=3)=[CH:12][N:11]=[C:10]([N:25]3[CH2:30][CH2:29][N:28]([CH3:31])[CH2:27][CH2:26]3)[N:9]=2)[CH2:6][CH2:5][CH2:4][CH2:3][CH2:2]1.B(F)(F)F.CO.CCN(CC)CC, predict the reaction product. The product is: [CH:1]1([O:7][C:8]2[C:13]([S:14][C:15]3[CH:16]=[C:17]([CH:18]=[CH:19][CH:20]=3)[NH2:21])=[CH:12][N:11]=[C:10]([N:25]3[CH2:30][CH2:29][N:28]([CH3:31])[CH2:27][CH2:26]3)[N:9]=2)[CH2:6][CH2:5][CH2:4][CH2:3][CH2:2]1.